Dataset: Peptide-MHC class I binding affinity with 185,985 pairs from IEDB/IMGT. Task: Regression. Given a peptide amino acid sequence and an MHC pseudo amino acid sequence, predict their binding affinity value. This is MHC class I binding data. (1) The peptide sequence is PSEKRIGAY. The MHC is HLA-A80:01 with pseudo-sequence HLA-A80:01. The binding affinity (normalized) is 0.218. (2) The peptide sequence is VPLRPMTY. The MHC is HLA-B08:01 with pseudo-sequence HLA-B08:01. The binding affinity (normalized) is 0. (3) The peptide sequence is AEQASQEVKNW. The MHC is HLA-C06:02 with pseudo-sequence HLA-C06:02. The binding affinity (normalized) is 0.